Dataset: Catalyst prediction with 721,799 reactions and 888 catalyst types from USPTO. Task: Predict which catalyst facilitates the given reaction. (1) Reactant: [F:1][C:2]([F:31])([F:30])[O:3][C:4]1[CH:9]=[CH:8][C:7]([NH:10][C:11](=[O:29])[NH:12][C@H:13]2[CH2:18][CH2:17][C@H:16]([O:19][C:20]3[CH:28]=[CH:27][C:23]([C:24](O)=[O:25])=[CH:22][CH:21]=3)[CH2:15][CH2:14]2)=[CH:6][CH:5]=1.CCN=C=NCCCN(C)C.Cl.C1C=CC2N(O)N=NC=2C=1.[CH3:54][NH2:55]. Product: [CH3:54][NH:55][C:24](=[O:25])[C:23]1[CH:22]=[CH:21][C:20]([O:19][C@H:16]2[CH2:17][CH2:18][C@H:13]([NH:12][C:11]([NH:10][C:7]3[CH:8]=[CH:9][C:4]([O:3][C:2]([F:1])([F:30])[F:31])=[CH:5][CH:6]=3)=[O:29])[CH2:14][CH2:15]2)=[CH:28][CH:27]=1. The catalyst class is: 1. (2) Reactant: [OH:1][C:2]1[CH:7]=[CH:6][N:5]=[CH:4][C:3]=1[C:8]([O:10][CH3:11])=[O:9].C(O)(=O)C.[Br:16]N1C(=O)CCC1=O. Product: [Br:16][C:7]1[C:2]([OH:1])=[C:3]([C:8]([O:10][CH3:11])=[O:9])[CH:4]=[N:5][CH:6]=1. The catalyst class is: 10. (3) Reactant: [NH2:1][C:2]1[CH:3]=[C:4]2[C:9](=[CH:10][CH:11]=1)[NH:8][C:7](=[O:12])[CH:6]=[C:5]2[C:13]([F:16])([F:15])[F:14].[N:17]([O-])=O.[Na+].O.O.Cl[Sn]Cl.NN. Product: [NH:1]([C:2]1[CH:3]=[C:4]2[C:9](=[CH:10][CH:11]=1)[NH:8][C:7](=[O:12])[CH:6]=[C:5]2[C:13]([F:16])([F:14])[F:15])[NH2:17]. The catalyst class is: 126. (4) Reactant: [C:1]([N:8]1[CH2:13][CH2:12][NH:11][CH2:10][CH2:9]1)([O:3][C:4]([CH3:7])([CH3:6])[CH3:5])=[O:2].C1C=CC2N(O)N=NC=2C=1.[CH3:24][N:25]([CH3:30])[CH2:26][C:27](O)=[O:28].C1CCC(N=C=NC2CCCCC2)CC1. Product: [C:4]([O:3][C:1]([N:8]1[CH2:9][CH2:10][N:11]([C:27](=[O:28])[CH2:26][N:25]([CH3:30])[CH3:24])[CH2:12][CH2:13]1)=[O:2])([CH3:7])([CH3:6])[CH3:5]. The catalyst class is: 2. (5) Reactant: C([NH:8][CH2:9][C:10](O)=[O:11])C1C=CC=CC=1.CCN(C(C)C)C(C)C.CN(C(ON1N=NC2C=CC=CC1=2)=[N+](C)C)C.[B-](F)(F)(F)F.[ClH:44].[CH3:45][O:46][C:47](=[O:53])[C@@H:48]([CH:50]([CH3:52])[CH3:51])[NH2:49].OS([O-])(=O)=O.[K+].Cl.N1C=CC=CC=1. Product: [ClH:44].[NH2:8][CH2:9][C:10]([NH:49][C@@H:48]([C:47]([O:46][CH3:45])=[O:53])[CH:50]([CH3:52])[CH3:51])=[O:11]. The catalyst class is: 34. (6) Product: [CH3:30][S:31]([O:1][CH2:2][CH2:3][CH2:4][O:5][C:6]1[CH:11]=[CH:10][C:9]([C:12]([F:15])([F:13])[F:14])=[CH:8][N:7]=1)(=[O:33])=[O:32]. The catalyst class is: 6. Reactant: [OH:1][CH2:2][CH2:3][CH2:4][O:5][C:6]1[CH:11]=[CH:10][C:9]([C:12]([F:15])([F:14])[F:13])=[CH:8][N:7]=1.C(N(CC)CC)C.C1(C)C=CC=CC=1.[CH3:30][S:31](Cl)(=[O:33])=[O:32].